From a dataset of Full USPTO retrosynthesis dataset with 1.9M reactions from patents (1976-2016). Predict the reactants needed to synthesize the given product. (1) Given the product [Cl:29][C:26]1[CH:27]=[C:28]2[C:23](=[CH:24][CH:25]=1)[NH:22][C:21](=[O:30])[C:20]2([N:10]1[CH2:9][CH2:8][N:7]([C:11]([O:13][C:14]([CH3:15])([CH3:17])[CH3:16])=[O:12])[CH2:6][CH:5]1[C:3]([N:2]([CH3:18])[CH3:1])=[O:4])[C:31]1[CH:36]=[C:35]([CH3:37])[CH:34]=[CH:33][C:32]=1[O:38][CH3:39], predict the reactants needed to synthesize it. The reactants are: [CH3:1][N:2]([CH3:18])[C:3]([CH:5]1[NH:10][CH2:9][CH2:8][N:7]([C:11]([O:13][C:14]([CH3:17])([CH3:16])[CH3:15])=[O:12])[CH2:6]1)=[O:4].Cl[C:20]1([C:31]2[CH:36]=[C:35]([CH3:37])[CH:34]=[CH:33][C:32]=2[O:38][CH3:39])[C:28]2[C:23](=[CH:24][CH:25]=[C:26]([Cl:29])[CH:27]=2)[NH:22][C:21]1=[O:30]. (2) Given the product [CH3:2][N:3]([CH3:32])[CH:4]1[CH2:9][CH2:8][CH:7]([O:10][C:11]2[C:22]3[C:21]4[C@@H:20]([CH2:23][O:24][CH2:25][C:26]([NH2:28])=[O:27])[CH2:19][CH2:18][C:17]=4[S:16][C:15]=3[N:14]=[CH:13][N:12]=2)[CH2:6][CH2:5]1, predict the reactants needed to synthesize it. The reactants are: Cl.[CH3:2][NH:3][CH:4]1[CH2:9][CH2:8][CH:7]([O:10][C:11]2[C:22]3[C:21]4[C@@H:20]([CH2:23][O:24][CH2:25][C:26]([NH2:28])=[O:27])[CH2:19][CH2:18][C:17]=4[S:16][C:15]=3[N:14]=[CH:13][N:12]=2)[CH2:6][CH2:5]1.C=O.[BH3-][C:32]#N.[Na+]. (3) Given the product [ClH:1].[Cl:1][C:2]1[CH:7]=[CH:6][CH:5]=[C:4]([Cl:8])[C:3]=1/[CH:9]=[CH:10]/[C:11]1[CH:16]=[CH:15][C:14]2[C:17]3([CH2:32][O:33][C:13]=2[CH:12]=1)[CH2:22][CH2:21][N:20]([CH2:23][CH2:24][C:25]([OH:27])=[O:26])[CH2:19][CH2:18]3, predict the reactants needed to synthesize it. The reactants are: [Cl:1][C:2]1[CH:7]=[CH:6][CH:5]=[C:4]([Cl:8])[C:3]=1/[CH:9]=[CH:10]/[C:11]1[CH:16]=[CH:15][C:14]2[C:17]3([CH2:32][O:33][C:13]=2[CH:12]=1)[CH2:22][CH2:21][N:20]([CH2:23][CH2:24][C:25]([O:27]C(C)(C)C)=[O:26])[CH2:19][CH2:18]3.O1CCOCC1. (4) The reactants are: [CH2:1]([C@@H:4]1[CH2:8][N:7]([C:9]([O:11][C:12]([CH3:15])([CH3:14])[CH3:13])=[O:10])[C@H:6]([C:16]([O:18]C)=[O:17])[CH2:5]1)[CH:2]=[CH2:3].[Li+].[OH-].Cl. Given the product [CH2:1]([C@@H:4]1[CH2:8][N:7]([C:9]([O:11][C:12]([CH3:13])([CH3:14])[CH3:15])=[O:10])[C@H:6]([C:16]([OH:18])=[O:17])[CH2:5]1)[CH:2]=[CH2:3], predict the reactants needed to synthesize it. (5) Given the product [C:1]([C:5]1[CH:10]=[C:9]([C:11]([CH3:13])([CH3:14])[CH3:12])[CH:8]=[C:7]([I:21])[C:6]=1[O:15][CH2:16][C:17]([F:18])([F:19])[F:20])([CH3:2])([CH3:3])[CH3:4], predict the reactants needed to synthesize it. The reactants are: [C:1]([C:5]1[CH:10]=[C:9]([C:11]([CH3:14])([CH3:13])[CH3:12])[CH:8]=[CH:7][C:6]=1[O:15][CH2:16][C:17]([F:20])([F:19])[F:18])([CH3:4])([CH3:3])[CH3:2].[I:21]N1C(=O)CCC1=O.O.C1(C)C=CC(S(O)(=O)=O)=CC=1.